From a dataset of Catalyst prediction with 721,799 reactions and 888 catalyst types from USPTO. Predict which catalyst facilitates the given reaction. (1) Reactant: [Cl:1][C:2]1[N:3]=[C:4]([C:9]([NH:11][C@H:12]2[CH2:17][CH2:16][N:15]([C:18]3[S:19][C:20]([C:24]([O:26]CC)=[O:25])=[C:21]([CH3:23])[N:22]=3)[CH2:14][C@H:13]2[O:29][CH2:30][CH2:31][CH2:32][F:33])=[O:10])[NH:5][C:6]=1[CH2:7][CH3:8].[OH-].[Li+]. Product: [Cl:1][C:2]1[N:3]=[C:4]([C:9]([NH:11][C@H:12]2[CH2:17][CH2:16][N:15]([C:18]3[S:19][C:20]([C:24]([OH:26])=[O:25])=[C:21]([CH3:23])[N:22]=3)[CH2:14][C@H:13]2[O:29][CH2:30][CH2:31][CH2:32][F:33])=[O:10])[NH:5][C:6]=1[CH2:7][CH3:8]. The catalyst class is: 5. (2) Reactant: [CH3:1][O:2][C:3]1[CH:48]=[CH:47][C:6]([CH2:7][N:8]2[C:26](=[O:27])[N:25]3[CH:21]([CH2:22][CH:23]([O:28][C:29]4[CH:34]=[C:33]([C:35]5[CH:40]=[CH:39][CH:38]=[CH:37][CH:36]=5)[N:32]=[C:31]([O:41][CH3:42])[N:30]=4)[CH2:24]3)[C:20](=[O:43])[NH:19][C:18]3([C:44]([OH:46])=O)[CH:16]([CH2:17]3)[CH:15]=[CH:14][CH2:13][CH2:12][CH2:11][CH2:10][CH2:9]2)=[CH:5][CH:4]=1.CCN=C=NCCCN(C)C.[CH:60]1([S:63]([NH2:66])(=[O:65])=[O:64])[CH2:62][CH2:61]1.C1CCN2C(=NCCC2)CC1.C(O)(=O)CC(CC(O)=O)(C(O)=O)O. Product: [CH3:1][O:2][C:3]1[CH:48]=[CH:47][C:6]([CH2:7][N:8]2[C:26](=[O:27])[N:25]3[CH:21]([CH2:22][CH:23]([O:28][C:29]4[CH:34]=[C:33]([C:35]5[CH:40]=[CH:39][CH:38]=[CH:37][CH:36]=5)[N:32]=[C:31]([O:41][CH3:42])[N:30]=4)[CH2:24]3)[C:20](=[O:43])[NH:19][C:18]3([C:44]([NH:66][S:63]([CH:60]4[CH2:62][CH2:61]4)(=[O:65])=[O:64])=[O:46])[CH:16]([CH2:17]3)[CH:15]=[CH:14][CH2:13][CH2:12][CH2:11][CH2:10][CH2:9]2)=[CH:5][CH:4]=1. The catalyst class is: 2. (3) Reactant: [Cl:1][C:2]1[C:7]([F:8])=[C:6]([CH:9]=O)[CH:5]=[CH:4][N:3]=1.Cl.[NH2:12][OH:13].C([O-])(=O)C.[NH4+]. Product: [Cl:1][C:2]1[C:7]([F:8])=[C:6]([CH:9]=[N:12][OH:13])[CH:5]=[CH:4][N:3]=1. The catalyst class is: 24. (4) Reactant: [F:1][C:2]1([F:14])[O:6][C:5]2[CH:7]=[CH:8][CH:9]=[C:10]([CH2:11][CH2:12][OH:13])[C:4]=2[O:3]1.C([O:17]CC)C. Product: [F:14][C:2]1([F:1])[O:6][C:5]2[CH:7]=[CH:8][CH:9]=[C:10]([CH2:11][C:12]([OH:17])=[O:13])[C:4]=2[O:3]1. The catalyst class is: 283. (5) Reactant: Cl[C:2]1[CH:7]=[CH:6][N:5]2[N:8]=[CH:9][C:10]([CH:11]=[O:12])=[C:4]2[N:3]=1.[F:13][C:14]1[CH:19]=[CH:18][C:17]([F:20])=[CH:16][C:15]=1[CH:21]1[CH2:25][CH2:24][CH2:23][NH:22]1.[F-].[K+].O. Product: [F:13][C:14]1[CH:19]=[CH:18][C:17]([F:20])=[CH:16][C:15]=1[CH:21]1[CH2:25][CH2:24][CH2:23][N:22]1[C:2]1[CH:7]=[CH:6][N:5]2[N:8]=[CH:9][C:10]([CH:11]=[O:12])=[C:4]2[N:3]=1. The catalyst class is: 16. (6) Reactant: Cl.[CH:2]1[C:12]2[CH2:11][CH2:10][C:9]3[CH:13]=[CH:14][CH:15]=[CH:16][C:8]=3[N:7]([CH2:17][CH:18]([CH3:21])[CH2:19][NH2:20])[C:6]=2[CH:5]=[CH:4][CH:3]=1.C(N(CC)CC)C.[F:29][C:30]([F:43])([F:42])[O:31][C:32]1[CH:37]=[CH:36][C:35]([S:38](Cl)(=[O:40])=[O:39])=[CH:34][CH:33]=1. Product: [CH:2]1[C:12]2[CH2:11][CH2:10][C:9]3[CH:13]=[CH:14][CH:15]=[CH:16][C:8]=3[N:7]([CH2:17][CH:18]([CH3:21])[CH2:19][NH:20][S:38]([C:35]3[CH:34]=[CH:33][C:32]([O:31][C:30]([F:29])([F:42])[F:43])=[CH:37][CH:36]=3)(=[O:40])=[O:39])[C:6]=2[CH:5]=[CH:4][CH:3]=1. The catalyst class is: 3. (7) Reactant: C[C:2]1([C:8]([OH:10])=O)[CH2:7][CH2:6][NH:5][CH2:4][CH2:3]1.Cl.[F:12][C:13]([F:37])([F:36])[C:14]1[CH:15]=[C:16]([CH:29]=[C:30]([C:32]([F:35])([F:34])[F:33])[CH:31]=1)[CH2:17][O:18][CH2:19][CH:20]([C:23]1[CH:28]=[CH:27][CH:26]=[CH:25][CH:24]=1)[CH2:21][NH2:22].[CH2:38](N(CC)CC)C.CCN=C=NCCCN(C)C.Cl. Product: [F:12][C:13]([F:36])([F:37])[C:14]1[CH:15]=[C:16]([CH:29]=[C:30]([C:32]([F:34])([F:33])[F:35])[CH:31]=1)[CH2:17][O:18][CH2:19][CH:20]([C:23]1[CH:28]=[CH:27][CH:26]=[CH:25][CH:24]=1)[CH2:21][NH:22][C:8]([CH:2]1[CH2:3][CH2:4][N:5]([CH3:38])[CH2:6][CH2:7]1)=[O:10]. The catalyst class is: 34.